This data is from Forward reaction prediction with 1.9M reactions from USPTO patents (1976-2016). The task is: Predict the product of the given reaction. (1) Given the reactants [F:1][C:2]1[CH:3]=[C:4]([C:9]2[CH:14]=[CH:13][C:12]([C:15]#[N:16])=[CH:11][CH:10]=2)[CH:5]=[CH:6][C:7]=1[OH:8].Br[CH2:18][CH2:19][CH2:20][Cl:21], predict the reaction product. The product is: [Cl:21][CH2:20][CH2:19][CH2:18][O:8][C:7]1[CH:6]=[CH:5][C:4]([C:9]2[CH:14]=[CH:13][C:12]([C:15]#[N:16])=[CH:11][CH:10]=2)=[CH:3][C:2]=1[F:1]. (2) The product is: [Br:5][C:6]1[CH:7]=[C:8]2[C:13](=[CH:14][CH:15]=1)[CH:12]=[C:11]([S:16]([C:19]1[CH:24]=[CH:23][C:22]([OH:25])=[CH:21][CH:20]=1)(=[O:18])=[O:17])[CH:10]=[CH:9]2. Given the reactants B(Br)(Br)Br.[Br:5][C:6]1[CH:7]=[C:8]2[C:13](=[CH:14][CH:15]=1)[CH:12]=[C:11]([S:16]([C:19]1[CH:24]=[CH:23][C:22]([O:25]C)=[CH:21][CH:20]=1)(=[O:18])=[O:17])[CH:10]=[CH:9]2.C(OCC)C.O, predict the reaction product.